From a dataset of Catalyst prediction with 721,799 reactions and 888 catalyst types from USPTO. Predict which catalyst facilitates the given reaction. Reactant: [C:1]([O:5][C:6]([N:8]([C:37]([O:39][C:40]([CH3:43])([CH3:42])[CH3:41])=[O:38])[C@H:9]([CH2:20][CH2:21][C@@H:22]([C:29]1[CH:34]=[CH:33][CH:32]=[C:31]([F:35])[C:30]=1[F:36])[CH:23]([N+:26]([O-])=O)[CH2:24][OH:25])[C:10]([O:12]CC1C=CC=CC=1)=[O:11])=[O:7])([CH3:4])([CH3:3])[CH3:2]. Product: [C:1]([O:5][C:6]([N:8]([C:37]([O:39][C:40]([CH3:43])([CH3:42])[CH3:41])=[O:38])[C@@H:9]([C:10]([OH:12])=[O:11])[CH2:20][CH2:21][C@@H:22]([C:29]1[CH:34]=[CH:33][CH:32]=[C:31]([F:35])[C:30]=1[F:36])[CH:23]([CH2:24][OH:25])[NH2:26])=[O:7])([CH3:4])([CH3:3])[CH3:2]. The catalyst class is: 50.